Dataset: Forward reaction prediction with 1.9M reactions from USPTO patents (1976-2016). Task: Predict the product of the given reaction. (1) Given the reactants [Cl:1][C:2]1[CH:7]=[CH:6][C:5]([S:8]([N:11]([CH2:20][C:21]2[CH:29]=[CH:28][C:24]([C:25](O)=[O:26])=[CH:23][CH:22]=2)[CH2:12][C:13]2[CH:18]=[CH:17][CH:16]=[CH:15][C:14]=2[F:19])(=[O:10])=[O:9])=[CH:4][CH:3]=1.Cl.[CH:31]1([NH:34]C)[CH2:33][CH2:32]1.[CH2:36](N(CC)CC)C.CCN=C=NCCCN(C)C.Cl, predict the reaction product. The product is: [Cl:1][C:2]1[CH:3]=[CH:4][C:5]([S:8]([N:11]([CH2:20][C:21]2[CH:22]=[CH:23][C:24]([C:25]([NH:34][CH:31]3[CH2:33][CH2:32]3)=[O:26])=[C:28]([CH3:36])[CH:29]=2)[CH2:12][C:13]2[CH:18]=[CH:17][CH:16]=[CH:15][C:14]=2[F:19])(=[O:9])=[O:10])=[CH:6][CH:7]=1. (2) Given the reactants CCCC[N+](CCCC)(CCCC)CCCC.[F-].[C:19]([O:23][C:24](=[O:45])[N:25]([CH2:27][CH2:28][C:29]1[CH:34]=[CH:33][C:32]([Cl:35])=[C:31]([C:36](C)(C)[O:37][SiH2]C(C)(C)C)[CH:30]=1)[CH3:26])([CH3:22])([CH3:21])[CH3:20].CCOC(C)=O, predict the reaction product. The product is: [C:19]([O:23][C:24](=[O:45])[N:25]([CH2:27][CH2:28][C:29]1[CH:34]=[CH:33][C:32]([Cl:35])=[C:31]([CH2:36][OH:37])[CH:30]=1)[CH3:26])([CH3:22])([CH3:20])[CH3:21]. (3) Given the reactants [CH3:1][N:2]1[C:10]2[C:5](=[CH:6][C:7]([NH2:11])=[CH:8][CH:9]=2)[CH:4]=[C:3]1[C:12]1([CH3:15])[CH2:14][CH2:13]1.[O:16]1[C:20]2[CH:21]=[CH:22][C:23]([C:25]3([C:28](O)=[O:29])[CH2:27][CH2:26]3)=[CH:24][C:19]=2[O:18][CH2:17]1.C(N(CC)CC)C.F[P-](F)(F)(F)(F)F.N1(OC(N(C)C)=[N+](C)C)C2N=CC=CC=2N=N1, predict the reaction product. The product is: [O:16]1[C:20]2[CH:21]=[CH:22][C:23]([C:25]3([C:28]([NH:11][C:7]4[CH:6]=[C:5]5[C:10](=[CH:9][CH:8]=4)[N:2]([CH3:1])[C:3]([C:12]4([CH3:15])[CH2:13][CH2:14]4)=[CH:4]5)=[O:29])[CH2:26][CH2:27]3)=[CH:24][C:19]=2[O:18][CH2:17]1. (4) Given the reactants [CH2:1]([N:3]([CH2:6][CH3:7])[CH2:4][CH3:5])[CH3:2].CN([C:11]1[CH:16]=[CH:15][CH:14]=[CH:13]N=1)C.[CH3:17][S:18](Cl)(=[O:20])=[O:19], predict the reaction product. The product is: [CH2:1]([N:3]1[CH2:6][CH2:7][CH:5]([S:18]([CH3:17])(=[O:20])=[O:19])[CH2:4]1)[C:2]1[CH:11]=[CH:16][CH:15]=[CH:14][CH:13]=1.